Dataset: Forward reaction prediction with 1.9M reactions from USPTO patents (1976-2016). Task: Predict the product of the given reaction. (1) Given the reactants Cl[C:2]1[CH:7]=[C:6]([C:8]2[CH:9]=[N:10][C:11]([C:14]([F:17])([F:16])[F:15])=[CH:12][CH:13]=2)[C:5]([O:18][CH3:19])=[CH:4][N:3]=1.C(Cl)(Cl)Cl.[CH3:24][N:25](C)C=O, predict the reaction product. The product is: [CH3:19][O:18][C:5]1[C:6]([C:8]2[CH:9]=[N:10][C:11]([C:14]([F:17])([F:16])[F:15])=[CH:12][CH:13]=2)=[CH:7][C:2]([C:24]#[N:25])=[N:3][CH:4]=1. (2) Given the reactants Br[C:2]1[CH:11]=[C:10]2[C:5]([CH:6]=[CH:7][N:8]=[C:9]2[N:12]2[CH2:17][CH2:16][N:15]([C:18]([O:20][C:21]([CH3:24])([CH3:23])[CH3:22])=[O:19])[CH2:14][CH2:13]2)=[CH:4][CH:3]=1.[Cl:25][C:26]1[CH:27]=[C:28]([SH:33])[CH:29]=[CH:30][C:31]=1[Cl:32], predict the reaction product. The product is: [C:21]([O:20][C:18]([N:15]1[CH2:16][CH2:17][N:12]([C:9]2[C:10]3[C:5](=[CH:4][CH:3]=[C:2]([S:33][C:28]4[CH:29]=[CH:30][C:31]([Cl:32])=[C:26]([Cl:25])[CH:27]=4)[CH:11]=3)[CH:6]=[CH:7][N:8]=2)[CH2:13][CH2:14]1)=[O:19])([CH3:24])([CH3:23])[CH3:22]. (3) Given the reactants [F:1][C:2]1[CH:8]=[CH:7][C:5]([NH2:6])=[CH:4][CH:3]=1.C(OC[CH2:17][CH2:18][CH3:19])(=O)CC(C)=O.[C:20]([OH:23])(=[O:22])[CH3:21].[C:24](O[BH-](OC(=O)C)OC(=O)C)(=O)[CH3:25].[Na+].[C:38]([O-])(O)=O.[Na+], predict the reaction product. The product is: [F:1][C:2]1[CH:8]=[CH:7][C:5]([NH:6][CH:24]([CH3:25])[CH2:21][C:20]([O:23][C:18]([CH3:17])([CH3:19])[CH3:38])=[O:22])=[CH:4][CH:3]=1. (4) Given the reactants [F:1][C:2]1[CH:7]=[CH:6][C:5]([C:8](=[O:15])[CH2:9][C:10]([O:12][CH2:13][CH3:14])=[O:11])=[CH:4][CH:3]=1.O.C(Cl)(Cl)[Cl:18], predict the reaction product. The product is: [Cl:18][CH:9]([C:8]([C:5]1[CH:4]=[CH:3][C:2]([F:1])=[CH:7][CH:6]=1)=[O:15])[C:10]([O:12][CH2:13][CH3:14])=[O:11]. (5) Given the reactants [N+:1]([C:4]1[CH:12]=[CH:11][CH:10]=[C:9]2[C:5]=1[C:6](=[O:14])[NH:7][C:8]2=[O:13])([O-:3])=[O:2].[OH-:15].[Na+].Cl, predict the reaction product. The product is: [N+:1]([C:4]1[CH:12]=[CH:11][CH:10]=[C:9]([C:8]([NH2:7])=[O:13])[C:5]=1[C:6]([OH:14])=[O:15])([O-:3])=[O:2]. (6) Given the reactants CC1[C:3]([CH2:8][CH2:9][CH2:10][CH2:11][CH2:12][CH2:13][CH2:14][CH2:15][CH3:16])=[N:4][O:5]C=1N.I([Cl:20])(=O)=O.I(Cl)(=O)=O.I(Cl)(=O)=O.I(Cl)(=O)=O.C([N+](C)(C)C)C1C=CC=CC=1.CCOCC, predict the reaction product. The product is: [OH:5][N:4]=[C:3]([Cl:20])[CH2:8][CH2:9][CH2:10][CH2:11][CH2:12][CH2:13][CH2:14][CH2:15][CH3:16]. (7) Given the reactants CN.CO.[S:5]1[CH:9]=[C:8]([CH:10]=O)[C:7]2[CH:12]=[CH:13][CH:14]=[CH:15][C:6]1=2.CC(O)=O.[BH3-][C:21]#[N:22].[Na+], predict the reaction product. The product is: [CH3:21][NH:22][CH2:10][C:8]1[C:7]2[CH:12]=[CH:13][CH:14]=[CH:15][C:6]=2[S:5][CH:9]=1.